Dataset: Catalyst prediction with 721,799 reactions and 888 catalyst types from USPTO. Task: Predict which catalyst facilitates the given reaction. (1) Reactant: [F:1][C:2]([F:48])([F:47])[C:3]1[CH:4]=[C:5]([CH:40]=[C:41]([C:43]([F:46])([F:45])[F:44])[CH:42]=1)[CH2:6][N:7]([CH2:18][C:19]1[CH:24]=[C:23]([C:25]([F:28])([F:27])[F:26])[CH:22]=[CH:21][C:20]=1[C:29]1[CH:34]=[C:33]([CH:35]([CH3:37])[CH3:36])[CH:32]=[CH:31][C:30]=1[O:38][CH3:39])[C:8]1[N:9]=[N:10][N:11]([CH2:13][CH2:14][S:15]([CH3:17])=[O:16])[N:12]=1.ClC1C=CC=C(C(OO)=[O:57])C=1.C(=O)(O)[O-].[Na+]. Product: [F:44][C:43]([F:46])([F:45])[C:41]1[CH:40]=[C:5]([CH:4]=[C:3]([C:2]([F:47])([F:1])[F:48])[CH:42]=1)[CH2:6][N:7]([CH2:18][C:19]1[CH:24]=[C:23]([C:25]([F:26])([F:27])[F:28])[CH:22]=[CH:21][C:20]=1[C:29]1[CH:34]=[C:33]([CH:35]([CH3:36])[CH3:37])[CH:32]=[CH:31][C:30]=1[O:38][CH3:39])[C:8]1[N:9]=[N:10][N:11]([CH2:13][CH2:14][S:15]([CH3:17])(=[O:57])=[O:16])[N:12]=1. The catalyst class is: 22. (2) Reactant: [CH3:1][C:2]([CH3:32])([CH3:31])[C:3]([N:5]1[C:9]([CH2:16][CH2:17][NH:18][S:19]([CH:22]=[CH2:23])(=[O:21])=[O:20])([C:10]2[CH:15]=[CH:14][CH:13]=[CH:12][CH:11]=2)[S:8][C:7]([NH:24][C:25](=[O:30])[C:26]([CH3:29])([CH3:28])[CH3:27])=[N:6]1)=[O:4].[CH2:33]([NH2:35])[CH3:34]. Product: [CH3:1][C:2]([CH3:32])([CH3:31])[C:3]([N:5]1[C:9]([CH2:16][CH2:17][NH:18][S:19]([CH2:22][CH2:23][NH:35][CH2:33][CH3:34])(=[O:21])=[O:20])([C:10]2[CH:15]=[CH:14][CH:13]=[CH:12][CH:11]=2)[S:8][C:7]([NH:24][C:25](=[O:30])[C:26]([CH3:29])([CH3:28])[CH3:27])=[N:6]1)=[O:4]. The catalyst class is: 10. (3) Reactant: [H-].[Na+].[OH:3][C@:4]1([C:22]2[CH:23]=[C:24]([C:28]3[CH:33]=[CH:32][CH:31]=[C:30]([CH:34]=[CH2:35])[CH:29]=3)[CH:25]=[CH:26][CH:27]=2)[CH2:8][N:7]([C:9]([O:11][CH2:12][CH2:13][Si:14]([CH3:17])([CH3:16])[CH3:15])=[O:10])[C@H:6]([C:18]([O:20][CH3:21])=[O:19])[CH2:5]1.[CH3:36]I. Product: [CH3:36][O:3][C@:4]1([C:22]2[CH:23]=[C:24]([C:28]3[CH:33]=[CH:32][CH:31]=[C:30]([CH:34]=[CH2:35])[CH:29]=3)[CH:25]=[CH:26][CH:27]=2)[CH2:8][N:7]([C:9]([O:11][CH2:12][CH2:13][Si:14]([CH3:17])([CH3:16])[CH3:15])=[O:10])[C@H:6]([C:18]([O:20][CH3:21])=[O:19])[CH2:5]1. The catalyst class is: 3. (4) Reactant: [NH2:1][C:2]1[CH:3]=[C:4]2[C:9](=[CH:10][CH:11]=1)[N:8]=[CH:7][C:6]([C:12]#[N:13])=[C:5]2[NH:14][C:15]1[CH:20]=[CH:19][C:18]([F:21])=[C:17]([Cl:22])[CH:16]=1.[N+:23]([C:26]1[CH:33]=[CH:32][C:29]([CH:30]=O)=[CH:28][CH:27]=1)([O-:25])=[O:24].[BH3-]C#N.[Na+]. Product: [Cl:22][C:17]1[CH:16]=[C:15]([NH:14][C:5]2[C:4]3[C:9](=[CH:10][CH:11]=[C:2]([NH:1][CH2:30][C:29]4[CH:32]=[CH:33][C:26]([N+:23]([O-:25])=[O:24])=[CH:27][CH:28]=4)[CH:3]=3)[N:8]=[CH:7][C:6]=2[C:12]#[N:13])[CH:20]=[CH:19][C:18]=1[F:21]. The catalyst class is: 14.